From a dataset of Reaction yield outcomes from USPTO patents with 853,638 reactions. Predict the reaction yield, written as a fraction of the theoretical maximum amount of product (1.0 means a 100% yield; for example, 0.34 means a 34% yield). (1) The reactants are [C:1]([N:6]1[CH2:11][CH2:10][N:9]([C:12]([C:14]2[CH:15]=[C:16]([CH:20]3[CH:29]([C:30]4[CH:35]=[CH:34][CH:33]=[C:32]([C:36]([N:38]5[CH2:43][CH2:42][N:41]([C:44](=[O:48])[CH:45]([CH3:47])[CH3:46])[CH2:40][CH2:39]5)=[O:37])[CH:31]=4)[C:28](=O)[C:27]4[C:26]([C:50](OC)=[O:51])=[CH:25][CH:24]=[CH:23][C:22]=4[NH:21]3)[CH:17]=[CH:18][CH:19]=2)=[O:13])[CH2:8][CH2:7]1)(=O)[CH:2]([CH3:4])[CH3:3].[OH2:54].[NH2:55][NH2:56]. The catalyst is CO. The product is [C:1]([N:6]1[CH2:11][CH2:10][N:9]([C:12]([C:14]2[CH:15]=[C:16]([CH:20]3[NH:21][C:22]4[C:27]5[C:28](=[N:55][NH:56][C:50](=[O:51])[C:26]=5[CH:25]=[CH:24][CH:23]=4)[CH:29]3[C:30]3[CH:35]=[CH:34][CH:33]=[C:32]([C:36]([N:38]4[CH2:43][CH2:42][N:41]([C:44](=[O:48])[CH:45]([CH3:47])[CH3:46])[CH2:40][CH2:39]4)=[O:37])[CH:31]=3)[CH:17]=[CH:18][CH:19]=2)=[O:13])[CH2:8][CH2:7]1)(=[O:54])[CH:2]([CH3:4])[CH3:3]. The yield is 0.0400. (2) The reactants are [CH3:1][NH:2][CH2:3][C:4]1[C:13]2[C:8](=[CH:9][CH:10]=[CH:11][CH:12]=2)[C:7]([CH3:14])=[CH:6][CH:5]=1.CNCC1C=CC2C(=CC=CC=2)C=1CCC.Cl.[O:32]=[C:33]1[NH:42][C:41]2[N:40]=[CH:39][C:38](/[CH:43]=[CH:44]/[C:45](O)=[O:46])=[CH:37][C:36]=2[CH2:35][CH2:34]1.Cl.CN1CC2C=C(/C=C/C(O)=O)C=NC=2NC(=O)C1. No catalyst specified. The product is [CH3:1][N:2]([CH2:3][C:4]1[C:13]2[C:8](=[CH:9][CH:10]=[CH:11][CH:12]=2)[C:7]([CH3:14])=[CH:6][CH:5]=1)[C:45](=[O:46])/[CH:44]=[CH:43]/[C:38]1[CH:39]=[N:40][C:41]2[NH:42][C:33](=[O:32])[CH2:34][CH2:35][C:36]=2[CH:37]=1. The yield is 0.760. (3) The product is [CH3:1][O:2][C:3](=[O:36])[C:4]1[CH:5]=[C:6]([CH:30]2[CH2:35][CH2:34][CH2:33][CH2:32][CH2:31]2)[C:7]([C:13]2[CH:14]=[C:15]3[C:20](=[CH:21][CH:22]=2)[N:19]=[C:18]([C:23]2[S:27][C:26]([CH3:28])=[N:25][C:24]=2[CH3:29])[CH:17]=[CH:16]3)=[C:8]([NH2:10])[CH:9]=1. The catalyst is CCOC(C)=O.CO.[Pd]. The yield is 1.00. The reactants are [CH3:1][O:2][C:3](=[O:36])[C:4]1[CH:9]=[C:8]([N+:10]([O-])=O)[C:7]([C:13]2[CH:14]=[C:15]3[C:20](=[CH:21][CH:22]=2)[N:19]=[C:18]([C:23]2[S:27][C:26]([CH3:28])=[N:25][C:24]=2[CH3:29])[CH:17]=[CH:16]3)=[C:6]([CH:30]2[CH2:35][CH2:34][CH2:33][CH2:32][CH2:31]2)[CH:5]=1. (4) The reactants are Br[C:2]1[CH:14]=[N:13][C:5]2[NH:6][C:7](=[O:12])[CH2:8][N:9]([CH3:11])[CH2:10][C:4]=2[CH:3]=1.[C:15]([O:19][C:20]([CH3:23])([CH3:22])[CH3:21])(=[O:18])[CH:16]=[CH2:17].C(N(C(C)C)C(C)C)C.CC1C=CC=CC=1P(C1C=CC=CC=1C)C1C=CC=CC=1C. The catalyst is C(#N)CC.CN(C=O)C.C(Cl)Cl.CC([O-])=O.CC([O-])=O.[Pd+2]. The product is [C:20]([O:19][C:15](=[O:18])/[CH:16]=[CH:17]/[C:2]1[CH:14]=[N:13][C:5]2[NH:6][C:7](=[O:12])[CH2:8][N:9]([CH3:11])[CH2:10][C:4]=2[CH:3]=1)([CH3:23])([CH3:22])[CH3:21]. The yield is 0.800.